Dataset: Retrosynthesis with 50K atom-mapped reactions and 10 reaction types from USPTO. Task: Predict the reactants needed to synthesize the given product. (1) Given the product COc1cccc(-c2cccc(C3(C)CC(=O)N(C)C(N)=N3)c2)c1, predict the reactants needed to synthesize it. The reactants are: CN1C(=O)CC(C)(c2cccc(Br)c2)N=C1N.COc1cccc(B(O)O)c1. (2) The reactants are: CN1CCC[C@H]1COc1cncc(-c2cc(CCCO)no2)c1.Oc1ccccc1. Given the product CN1CCC[C@H]1COc1cncc(-c2cc(CCCOc3ccccc3)no2)c1, predict the reactants needed to synthesize it.